From a dataset of Catalyst prediction with 721,799 reactions and 888 catalyst types from USPTO. Predict which catalyst facilitates the given reaction. (1) Reactant: O1[C:5]2([CH2:10][CH2:9][CH:8]([N:11]([CH2:36][CH2:37][N:38]3[CH2:42][CH2:41][CH2:40][CH2:39]3)[S:12]([C:15]3[CH:20]=[CH:19][C:18]([NH:21][C:22]4[N:27]=[C:26]([NH:28][C:29]5[CH:34]=[CH:33][C:32]([F:35])=[CH:31][CH:30]=5)[CH:25]=[CH:24][N:23]=4)=[CH:17][CH:16]=3)(=[O:14])=[O:13])[CH2:7][CH2:6]2)[O:4]CC1.Cl.[OH-].[Na+]. Product: [F:35][C:32]1[CH:33]=[CH:34][C:29]([NH:28][C:26]2[CH:25]=[CH:24][N:23]=[C:22]([NH:21][C:18]3[CH:17]=[CH:16][C:15]([S:12]([N:11]([CH:8]4[CH2:9][CH2:10][C:5](=[O:4])[CH2:6][CH2:7]4)[CH2:36][CH2:37][N:38]4[CH2:42][CH2:41][CH2:40][CH2:39]4)(=[O:13])=[O:14])=[CH:20][CH:19]=3)[N:27]=2)=[CH:30][CH:31]=1. The catalyst class is: 1. (2) The catalyst class is: 9. Reactant: [CH2:1]([C:3]1[CH:8]=[CH:7][C:6]([OH:9])=[CH:5][C:4]=1[CH:10]1[C:15](=[O:16])[C:14]([CH3:18])([CH3:17])[O:13][C:12]([CH3:20])([CH3:19])[C:11]1=[O:21])[CH3:2].[F:22][C:23]1[CH:24]=[C:25]([N+:30]([O-:32])=[O:31])[CH:26]=[CH:27][C:28]=1F.C(=O)([O-])[O-].[K+].[K+].Cl. Product: [CH2:1]([C:3]1[CH:8]=[CH:7][C:6]([O:9][C:28]2[CH:27]=[CH:26][C:25]([N+:30]([O-:32])=[O:31])=[CH:24][C:23]=2[F:22])=[CH:5][C:4]=1[CH:10]1[C:15](=[O:16])[C:14]([CH3:18])([CH3:17])[O:13][C:12]([CH3:20])([CH3:19])[C:11]1=[O:21])[CH3:2]. (3) Reactant: [F:1][C:2]1[CH:7]=[C:6]([F:8])[CH:5]=[C:4]([F:9])[C:3]=1[C:10](=O)[CH2:11][CH3:12].[Cl:14][C:15]1[C:20]([O:21][CH3:22])=[CH:19][C:18]([O:23][CH3:24])=[CH:17][C:16]=1[NH2:25].C1(C)C=CC(S(O)(=O)=O)=CC=1. Product: [Cl:14][C:15]1[C:20]([O:21][CH3:22])=[CH:19][C:18]([O:23][CH3:24])=[CH:17][C:16]=1[N:25]=[C:10]([C:3]1[C:2]([F:1])=[CH:7][C:6]([F:8])=[CH:5][C:4]=1[F:9])[CH2:11][CH3:12]. The catalyst class is: 11. (4) Reactant: [C:1]([CH2:3][C:4]([O:6][C:7]([CH3:10])([CH3:9])[CH3:8])=[O:5])#[N:2].[OH:11][NH2:12]. Product: [NH2:2][C:1](=[N:12][OH:11])[CH2:3][C:4]([O:6][C:7]([CH3:10])([CH3:9])[CH3:8])=[O:5]. The catalyst class is: 162. (5) Reactant: [O:1]=[C:2]1[N:7]([CH2:8][C:9]2[CH:14]=[CH:13][C:12]([C:15]([F:18])([F:17])[F:16])=[CH:11][CH:10]=2)[N:6]=[C:5]([C:19](OC)=[O:20])[CH2:4][CH2:3]1.[BH4-].[Na+].C1COCC1.CO. Product: [OH:20][CH2:19][C:5]1[CH2:4][CH2:3][C:2](=[O:1])[N:7]([CH2:8][C:9]2[CH:14]=[CH:13][C:12]([C:15]([F:18])([F:16])[F:17])=[CH:11][CH:10]=2)[N:6]=1. The catalyst class is: 6. (6) Reactant: C([O:3][C:4]([C:6]1[N:7]([CH:23]2[CH2:25][CH2:24]2)[C:8]([C:12]2[CH:17]=[CH:16][C:15]([O:18][C:19]([F:22])([F:21])[F:20])=[CH:14][CH:13]=2)=[N:9][C:10]=1[CH3:11])=[O:5])C.[OH-].[Na+]. Product: [CH:23]1([N:7]2[C:6]([C:4]([OH:5])=[O:3])=[C:10]([CH3:11])[N:9]=[C:8]2[C:12]2[CH:17]=[CH:16][C:15]([O:18][C:19]([F:22])([F:21])[F:20])=[CH:14][CH:13]=2)[CH2:25][CH2:24]1. The catalyst class is: 14.